Predict the product of the given reaction. From a dataset of Forward reaction prediction with 1.9M reactions from USPTO patents (1976-2016). (1) Given the reactants [O:1]1[CH:5]=[CH:4][CH:3]=[C:2]1[C:6]#[N:7].[CH3:8][CH2:9][Mg+].[Br-].B(F)(F)F.CCOCC.[OH-].[Na+], predict the reaction product. The product is: [O:1]1[CH:5]=[CH:4][CH:3]=[C:2]1[C:6]1([NH2:7])[CH2:9][CH2:8]1. (2) Given the reactants NCCNC1C=CC(OC2C=CC(NC(NC3C=C(C(F)(F)F)C(SCCN)=CC=3SCCN)=O)=CC=2CCCN)=CC=1C(F)(F)F.C(OC([NH:55][C:56]([NH:65][CH2:66][CH2:67][CH2:68][CH2:69][C:70]([NH:72][C:73]1[CH:91]=[C:90]([C:92]([F:95])([F:94])[F:93])[CH:89]=[C:88]([NH:96][C:97](=[O:160])[NH:98][C:99]2[CH:159]=[CH:158][C:102]3[N:103]=[C:104]([NH:106][C:107](=[O:157])[NH:108][C:109]4[CH:114]=[C:113]([C:115]([F:118])([F:117])[F:116])[CH:112]=[C:111]([NH:119][C:120](=[O:143])[CH2:121][CH2:122][CH2:123][CH2:124][NH:125][C:126](=[N:135]C(OC(C)(C)C)=O)[NH:127]C(OC(C)(C)C)=O)[C:110]=4[O:144][C@@H:145]4[CH2:149][CH2:148][N:147](C(OC(C)(C)C)=O)[CH2:146]4)[S:105][C:101]=3[CH:100]=2)[C:74]=1[O:75][C@@H:76]1[CH2:80][CH2:79][N:78](C(OC(C)(C)C)=O)[CH2:77]1)=[O:71])=[N:57]C(OC(C)(C)C)=O)=O)(C)(C)C, predict the reaction product. The product is: [NH:65]([CH2:66][CH2:67][CH2:68][CH2:69][C:70]([NH:72][C:73]1[CH:91]=[C:90]([C:92]([F:93])([F:95])[F:94])[CH:89]=[C:88]([NH:96][C:97](=[O:160])[NH:98][C:99]2[CH:159]=[CH:158][C:102]3[N:103]=[C:104]([NH:106][C:107](=[O:157])[NH:108][C:109]4[CH:114]=[C:113]([C:115]([F:116])([F:117])[F:118])[CH:112]=[C:111]([NH:119][C:120](=[O:143])[CH2:121][CH2:122][CH2:123][CH2:124][NH:125][C:126]([NH2:135])=[NH:127])[C:110]=4[O:144][C@@H:145]4[CH2:149][CH2:148][NH:147][CH2:146]4)[S:105][C:101]=3[CH:100]=2)[C:74]=1[O:75][C@@H:76]1[CH2:80][CH2:79][NH:78][CH2:77]1)=[O:71])[C:56]([NH2:57])=[NH:55]. (3) Given the reactants Cl[C:2]1[CH:7]=[C:6]([Cl:8])[N:5]=[C:4]([S:9][CH3:10])[N:3]=1.Cl.[NH:12]1[CH2:15][CH2:14][CH2:13]1.C(N(CC)C(C)C)(C)C, predict the reaction product. The product is: [N:12]1([C:2]2[CH:7]=[C:6]([Cl:8])[N:5]=[C:4]([S:9][CH3:10])[N:3]=2)[CH2:15][CH2:14][CH2:13]1. (4) Given the reactants O.[OH-].[Li+].[C:4]([CH2:6][C:7]1([N:22]2[CH:26]=[C:25]([C:27]3[C:28]4[CH:35]=[CH:34][N:33]([CH2:36][O:37][CH2:38][CH2:39][Si:40]([CH3:43])([CH3:42])[CH3:41])[C:29]=4[N:30]=[CH:31][N:32]=3)[CH:24]=[N:23]2)[CH2:10][N:9]([C:11]2[CH:20]=[CH:19][C:14]([C:15]([O:17]C)=[O:16])=[CH:13][C:12]=2[F:21])[CH2:8]1)#[N:5].Cl, predict the reaction product. The product is: [C:4]([CH2:6][C:7]1([N:22]2[CH:26]=[C:25]([C:27]3[C:28]4[CH:35]=[CH:34][N:33]([CH2:36][O:37][CH2:38][CH2:39][Si:40]([CH3:41])([CH3:43])[CH3:42])[C:29]=4[N:30]=[CH:31][N:32]=3)[CH:24]=[N:23]2)[CH2:8][N:9]([C:11]2[CH:20]=[CH:19][C:14]([C:15]([OH:17])=[O:16])=[CH:13][C:12]=2[F:21])[CH2:10]1)#[N:5]. (5) Given the reactants Cl[C:2]1[N:7]=[CH:6][C:5]([O:8][CH3:9])=[CH:4][N:3]=1.[OH:10][C:11]1[CH:16]=[C:15]([CH3:17])[C:14]([C:18](=[O:20])[CH3:19])=[C:13]([CH3:21])[CH:12]=1.C(=O)([O-])[O-].[K+].[K+], predict the reaction product. The product is: [CH3:9][O:8][C:5]1[CH:4]=[N:3][C:2]([O:10][C:11]2[CH:12]=[C:13]([CH3:21])[C:14]([C:18](=[O:20])[CH3:19])=[C:15]([CH3:17])[CH:16]=2)=[N:7][CH:6]=1. (6) Given the reactants Br[C:2]1[CH:3]=[C:4]2[C:10]([C:11]([C:13]3[C:14]([F:27])=[C:15]([NH:20][S:21]([CH2:24][CH2:25][CH3:26])(=[O:23])=[O:22])[CH:16]=[CH:17][C:18]=3[F:19])=[O:12])=[CH:9][NH:8][C:5]2=[N:6][CH:7]=1.[C:28]([O:32][C:33]([N:35]1[CH2:40][CH2:39][CH:38]([N:41]2[CH:45]=[C:44](B3OC(C)(C)C(C)(C)O3)[CH:43]=[N:42]2)[CH2:37][CH2:36]1)=[O:34])([CH3:31])([CH3:30])[CH3:29].C(#N)C.C(=O)([O-])[O-].[K+].[K+], predict the reaction product. The product is: [C:28]([O:32][C:33]([N:35]1[CH2:36][CH2:37][CH:38]([N:41]2[CH:45]=[C:44]([C:2]3[CH:3]=[C:4]4[C:10]([C:11](=[O:12])[C:13]5[C:18]([F:19])=[CH:17][CH:16]=[C:15]([NH:20][S:21]([CH2:24][CH2:25][CH3:26])(=[O:23])=[O:22])[C:14]=5[F:27])=[CH:9][NH:8][C:5]4=[N:6][CH:7]=3)[CH:43]=[N:42]2)[CH2:39][CH2:40]1)=[O:34])([CH3:31])([CH3:29])[CH3:30]. (7) Given the reactants [CH:1]1([C:5]2[CH:10]=[C:9]([C:11](OCC)=[O:12])[CH:8]=[C:7]([O:16][CH2:17][CH3:18])[C:6]=2[C:19]2[CH:24]=[CH:23][C:22]([F:25])=[CH:21][CH:20]=2)[CH2:4][CH2:3][CH2:2]1.[H-].[Al+3].[Li+].[H-].[H-].[H-].O.[OH-].[Na+], predict the reaction product. The product is: [CH:1]1([C:5]2[CH:10]=[C:9]([CH:11]=[O:12])[CH:8]=[C:7]([O:16][CH2:17][CH3:18])[C:6]=2[C:19]2[CH:24]=[CH:23][C:22]([F:25])=[CH:21][CH:20]=2)[CH2:4][CH2:3][CH2:2]1.